This data is from NCI-60 drug combinations with 297,098 pairs across 59 cell lines. The task is: Regression. Given two drug SMILES strings and cell line genomic features, predict the synergy score measuring deviation from expected non-interaction effect. (1) Drug 1: CC1=C2C(C(=O)C3(C(CC4C(C3C(C(C2(C)C)(CC1OC(=O)C(C(C5=CC=CC=C5)NC(=O)C6=CC=CC=C6)O)O)OC(=O)C7=CC=CC=C7)(CO4)OC(=O)C)O)C)OC(=O)C. Drug 2: C1=NC2=C(N1)C(=S)N=CN2. Cell line: NCI-H322M. Synergy scores: CSS=56.8, Synergy_ZIP=-9.41, Synergy_Bliss=-5.03, Synergy_Loewe=-2.55, Synergy_HSA=-1.54. (2) Drug 1: C1CCC(C1)C(CC#N)N2C=C(C=N2)C3=C4C=CNC4=NC=N3. Drug 2: CN(CCCl)CCCl.Cl. Cell line: RPMI-8226. Synergy scores: CSS=-3.48, Synergy_ZIP=1.22, Synergy_Bliss=1.43, Synergy_Loewe=-15.2, Synergy_HSA=-7.27. (3) Synergy scores: CSS=93.4, Synergy_ZIP=12.3, Synergy_Bliss=11.7, Synergy_Loewe=7.69, Synergy_HSA=13.2. Drug 2: CC1=C(C(=CC=C1)Cl)NC(=O)C2=CN=C(S2)NC3=CC(=NC(=N3)C)N4CCN(CC4)CCO. Drug 1: CN1CCC(CC1)COC2=C(C=C3C(=C2)N=CN=C3NC4=C(C=C(C=C4)Br)F)OC. Cell line: K-562.